Dataset: Aqueous solubility values for 9,982 compounds from the AqSolDB database. Task: Regression/Classification. Given a drug SMILES string, predict its absorption, distribution, metabolism, or excretion properties. Task type varies by dataset: regression for continuous measurements (e.g., permeability, clearance, half-life) or binary classification for categorical outcomes (e.g., BBB penetration, CYP inhibition). For this dataset (solubility_aqsoldb), we predict Y. (1) The drug is Cc1cccc(C(=O)O)c1. The Y is -2.14 log mol/L. (2) The molecule is CCOC(=O)C(=CC=Cc1ccccc1)NC=O. The Y is -3.35 log mol/L. (3) The drug is C=C(C)[C@@H]1C2OC(=O)C1[C@]1(O)CC3O[C@]34C(=O)O[C@H]2[C@@]41C.CC(C)(O)[C@@H]1C2OC(=O)C1[C@]1(O)C[C@H]3O[C@]34C(=O)O[C@H]2[C@@]41C. The Y is -2.17 log mol/L. (4) The molecule is CCCOC1=CC(=O)C2(Oc3c(Cl)c(OC)cc(OC)c3C2=O)C(C)C1. The Y is -5.22 log mol/L. (5) The compound is CCCCCCCCCCOc1ccc(C(C)=NO)c(O)c1. The Y is -4.89 log mol/L. (6) The compound is O=C(O)c1ccccc1-c1ccccc1. The Y is -2.73 log mol/L.